From a dataset of CYP2C19 inhibition data for predicting drug metabolism from PubChem BioAssay. Regression/Classification. Given a drug SMILES string, predict its absorption, distribution, metabolism, or excretion properties. Task type varies by dataset: regression for continuous measurements (e.g., permeability, clearance, half-life) or binary classification for categorical outcomes (e.g., BBB penetration, CYP inhibition). Dataset: cyp2c19_veith. The result is 1 (inhibitor). The molecule is COC(=O)[C@H](Cc1ccccc1)NC(=O)N1CCN(Cc2ccccc2)CC1.